This data is from Catalyst prediction with 721,799 reactions and 888 catalyst types from USPTO. The task is: Predict which catalyst facilitates the given reaction. (1) Reactant: [NH2:1][C:2]1[CH:3]=[C:4]([NH:8][C:9](=[O:25])[C:10]([N:12]2[CH2:17][CH2:16][CH:15]([CH2:18][C:19]3[CH:24]=[CH:23][CH:22]=[CH:21][CH:20]=3)[CH2:14][CH2:13]2)=[O:11])[CH:5]=[CH:6][CH:7]=1.[C:26]([O:30][C:31]([NH:33][CH2:34][C:35](O)=[O:36])=[O:32])([CH3:29])([CH3:28])[CH3:27]. Product: [C:26]([O:30][C:31](=[O:32])[NH:33][CH2:34][C:35](=[O:36])[NH:1][C:2]1[CH:7]=[CH:6][CH:5]=[C:4]([NH:8][C:9](=[O:25])[C:10]([N:12]2[CH2:17][CH2:16][CH:15]([CH2:18][C:19]3[CH:20]=[CH:21][CH:22]=[CH:23][CH:24]=3)[CH2:14][CH2:13]2)=[O:11])[CH:3]=1)([CH3:29])([CH3:27])[CH3:28]. The catalyst class is: 27. (2) Reactant: [Cl:1][C:2]1[CH:7]=[CH:6][CH:5]=[CH:4][C:3]=1[S:8](Cl)(=[O:10])=[O:9].[CH3:12][NH2:13]. Product: [Cl:1][C:2]1[CH:7]=[CH:6][CH:5]=[CH:4][C:3]=1[S:8]([NH:13][CH3:12])(=[O:10])=[O:9]. The catalyst class is: 1. (3) Reactant: [F:1][C:2]([F:18])([F:17])[C:3]1[CH:8]=[CH:7][CH:6]=[CH:5][C:4]=1[C:9]1[CH:14]=[CH:13][C:12]([CH:15]=O)=[CH:11][CH:10]=1.[BH4-].[Na+].CCN(C(C)C)C(C)C.O=S(Cl)[Cl:32]. Product: [Cl:32][CH2:15][C:12]1[CH:13]=[CH:14][C:9]([C:4]2[CH:5]=[CH:6][CH:7]=[CH:8][C:3]=2[C:2]([F:18])([F:17])[F:1])=[CH:10][CH:11]=1. The catalyst class is: 92. (4) Reactant: [NH:1]1[CH2:6][CH:5]=[C:4]([C:7]2[C:15]3[C:10](=[N:11][CH:12]=[CH:13][CH:14]=3)[NH:9][CH:8]=2)[CH2:3][CH2:2]1.Cl[CH2:17][C:18]([C:20]1[CH:21]=[CH:22][C:23]2[O:28][CH2:27][C:26](=[O:29])[N:25]([CH3:30])[C:24]=2[CH:31]=1)=[O:19].C(=O)([O-])[O-].[K+].[K+]. Product: [CH3:30][N:25]1[C:24]2[CH:31]=[C:20]([C:18](=[O:19])[CH2:17][N:1]3[CH2:2][CH:3]=[C:4]([C:7]4[C:15]5[C:10](=[N:11][CH:12]=[CH:13][CH:14]=5)[NH:9][CH:8]=4)[CH2:5][CH2:6]3)[CH:21]=[CH:22][C:23]=2[O:28][CH2:27][C:26]1=[O:29]. The catalyst class is: 1.